This data is from Full USPTO retrosynthesis dataset with 1.9M reactions from patents (1976-2016). The task is: Predict the reactants needed to synthesize the given product. (1) Given the product [O:15]1[CH2:12][CH2:13][N:8]([C:11]2[CH2:12][CH2:13][N:8]([C:1]([O:3][C:4]([CH3:7])([CH3:6])[CH3:5])=[O:2])[CH2:9][CH:10]=2)[CH2:9][CH2:10]1, predict the reactants needed to synthesize it. The reactants are: [C:1]([N:8]1[CH2:13][CH2:12][CH2:11][C:10](=O)[CH2:9]1)([O:3][C:4]([CH3:7])([CH3:6])[CH3:5])=[O:2].[OH-:15].[K+].II. (2) Given the product [Cl:39][C:40]1[CH:45]=[CH:44][C:43]([S:46]([N:49]([C@@H:50]2[CH2:55][CH2:54][CH2:53][CH2:52][C@H:51]2[CH2:56][OH:57])[CH2:58][C:59]2[CH:60]=[CH:61][C:62]([C:65]3[O:66][CH:67]=[CH:68][N:69]=3)=[CH:63][CH:64]=2)(=[O:48])=[O:47])=[CH:42][CH:41]=1, predict the reactants needed to synthesize it. The reactants are: ClC1C=CC(S(N[C@@H]2CCCC[C@H]2CO)(=O)=O)=CC=1.C(=O)([O-])[O-].[Cs+].[Cs+].BrCC1C=CC(C2OC=CN=2)=CC=1.[Cl:39][C:40]1[CH:45]=[CH:44][C:43]([S:46]([N:49]([CH2:58][C:59]2[CH:64]=[CH:63][C:62]([C:65]3[O:66][CH:67]=[CH:68][N:69]=3)=[C:61](F)[C:60]=2F)[C@@H:50]2[CH2:55][CH2:54][CH2:53][CH2:52][C@H:51]2[CH2:56][OH:57])(=[O:48])=[O:47])=[CH:42][CH:41]=1. (3) Given the product [CH2:5]([O:6][CH2:7][CH2:3][N:9]([CH2:10][C:11]1[CH:16]=[CH:15][CH:14]=[CH:13][CH:12]=1)[CH3:8])[CH3:4], predict the reactants needed to synthesize it. The reactants are: [H-].[Na+].[CH2:3]1[CH2:7][O:6][CH2:5][CH2:4]1.[CH3:8][NH:9][CH2:10][C:11]1[CH:16]=[CH:15][CH:14]=[CH:13][CH:12]=1.C(OCCBr)C. (4) Given the product [CH3:40][N:1]1[CH2:7][CH2:6][CH2:5][CH:4]([N:8]2[CH2:9][CH2:10][N:11]([C:14]([C:29]3[CH:34]=[CH:33][CH:32]=[CH:31][C:30]=3[O:35][CH3:36])([NH:18][C:19]([NH:21][C:22]3[CH:27]=[CH:26][C:25]([Cl:28])=[CH:24][CH:23]=3)=[O:20])[C:15]([NH2:17])=[O:16])[CH2:12][CH2:13]2)[CH2:3][CH2:2]1, predict the reactants needed to synthesize it. The reactants are: [NH:1]1[CH2:7][CH2:6][CH2:5][CH:4]([N:8]2[CH2:13][CH2:12][N:11]([C:14]([C:29]3[CH:34]=[CH:33][CH:32]=[CH:31][C:30]=3[O:35][CH3:36])([NH:18][C:19]([NH:21][C:22]3[CH:27]=[CH:26][C:25]([Cl:28])=[CH:24][CH:23]=3)=[O:20])[C:15]([NH2:17])=[O:16])[CH2:10][CH2:9]2)[CH2:3][CH2:2]1.C=O.[BH3-][C:40]#N.[Na+]. (5) Given the product [C:1]([O:5][C:6]([N:8]([CH3:41])[C@H:9]([C:10]([NH:12][C@H:13]([C:14]([N:16]([CH:17]([CH2:24][CH:25]=[CH2:26])/[CH:18]=[C:19](/[C:20]([OH:22])=[O:21])\[CH3:23])[CH3:27])=[O:15])[C:28]([CH3:31])([CH3:29])[CH3:30])=[O:11])[C:32]([CH3:33])([CH3:40])[C:34]1[CH:35]=[CH:36][CH:37]=[CH:38][CH:39]=1)=[O:7])([CH3:2])([CH3:3])[CH3:4], predict the reactants needed to synthesize it. The reactants are: [C:1]([O:5][C:6]([N:8]([CH3:41])[CH:9]([C:32]([CH3:40])([C:34]1[CH:39]=[CH:38][CH:37]=[CH:36][CH:35]=1)[CH3:33])[C:10]([NH:12][CH:13]([C:28]([CH3:31])([CH3:30])[CH3:29])[C:14]([N:16]([CH3:27])[C@@H:17]([CH2:24][CH:25]=[CH2:26])/[CH:18]=[C:19](\[CH3:23])/[C:20]([OH:22])=[O:21])=[O:15])=[O:11])=[O:7])([CH3:4])([CH3:3])[CH3:2].O.[OH-].[Li+]. (6) Given the product [CH2:5]([O:4][C:1]([CH:2]1[CH2:18][CH2:17][CH:16]=[CH:15][CH:14]1[O:13][C:9](=[O:12])[CH3:10])=[O:3])[CH2:6][CH2:7][CH3:8], predict the reactants needed to synthesize it. The reactants are: [C:1]([O:4][CH:5]=[CH:6][CH:7]=[CH2:8])(=[O:3])[CH3:2].[C:9]([O:13][CH2:14][CH2:15][CH2:16][CH3:17])(=[O:12])[CH:10]=C.[C:18]1(C)C=CC=CC=1.